Dataset: Forward reaction prediction with 1.9M reactions from USPTO patents (1976-2016). Task: Predict the product of the given reaction. (1) The product is: [Br:1][CH2:2][CH2:3][CH2:4][CH2:5][CH2:6][CH2:7][CH2:8][CH2:9][CH2:10][CH2:11][C:12]([O:14][CH2:15][CH3:16])=[O:13]. Given the reactants [Br:1][CH2:2][CH2:3][CH2:4][CH2:5][CH2:6][CH2:7][CH2:8][CH2:9][CH2:10][CH2:11][C:12]([OH:14])=[O:13].[CH2:15](O)[CH3:16].C(Cl)(Cl)Cl, predict the reaction product. (2) Given the reactants [F:1][C:2]1[CH:9]=[C:8]([S:10][CH3:11])[CH:7]=[CH:6][C:3]=1[CH2:4][NH2:5].[C:12]1(=O)[O:17][C:15](=[O:16])[C:14]2=[CH:18][CH:19]=[CH:20][CH:21]=[C:13]12, predict the reaction product. The product is: [F:1][C:2]1[CH:9]=[C:8]([S:10][CH3:11])[CH:7]=[CH:6][C:3]=1[CH2:4][N:5]1[C:15](=[O:16])[C:14]2[C:13](=[CH:21][CH:20]=[CH:19][CH:18]=2)[C:12]1=[O:17]. (3) The product is: [CH3:1][O:2][C:3]([C:5]1[S:6][C:7]([Br:11])=[CH:8][C:9]=1[NH:10][CH:18]1[CH2:19][CH2:20][C:15]2([O:22][CH2:12][CH2:13][O:14]2)[CH2:16][CH2:17]1)=[O:4]. Given the reactants [CH3:1][O:2][C:3]([C:5]1[S:6][C:7]([Br:11])=[CH:8][C:9]=1[NH2:10])=[O:4].[CH2:12]1[O:22][C:15]2([CH2:20][CH2:19][C:18](=O)[CH2:17][CH2:16]2)[O:14][CH2:13]1.C([Sn](Cl)(Cl)CCCC)CCC.C1([SiH3])C=CC=CC=1, predict the reaction product. (4) Given the reactants [CH:1]([C:4]1[CH:5]=[C:6]([C:12](=[O:14])[CH3:13])[CH:7]=[C:8]([O:10][CH3:11])[CH:9]=1)([CH3:3])[CH3:2].[Br-:15].[Br-].[Br-].C1([N+](C)(C)C)C=CC=CC=1.C1([N+](C)(C)C)C=CC=CC=1.C1([N+](C)(C)C)C=CC=CC=1.C(O)(=O)CC(CC(O)=O)(C(O)=O)O.O, predict the reaction product. The product is: [Br:15][CH2:13][C:12]([C:6]1[CH:7]=[C:8]([O:10][CH3:11])[CH:9]=[C:4]([CH:1]([CH3:3])[CH3:2])[CH:5]=1)=[O:14].